From a dataset of Catalyst prediction with 721,799 reactions and 888 catalyst types from USPTO. Predict which catalyst facilitates the given reaction. (1) Reactant: [C:1]1([CH2:7][N:8]2[CH2:13][CH2:12][N:11]([C:14]3[CH:19]=[CH:18][C:17]([NH2:20])=[CH:16][CH:15]=3)[CH2:10][CH2:9]2)[CH:6]=[CH:5][CH:4]=[CH:3][CH:2]=1.[C:21]1([C:30]2[CH:35]=[CH:34][CH:33]=[CH:32][CH:31]=2)[C:22]([C:27](Cl)=[O:28])=[CH:23][CH:24]=[CH:25][CH:26]=1. Product: [C:1]1([CH2:7][N:8]2[CH2:9][CH2:10][N:11]([C:14]3[CH:15]=[CH:16][C:17]([NH:20][C:27]([C:22]4[C:21]([C:30]5[CH:35]=[CH:34][CH:33]=[CH:32][CH:31]=5)=[CH:26][CH:25]=[CH:24][CH:23]=4)=[O:28])=[CH:18][CH:19]=3)[CH2:12][CH2:13]2)[CH:2]=[CH:3][CH:4]=[CH:5][CH:6]=1. The catalyst class is: 531. (2) Reactant: [CH3:1][O:2][C:3]1[CH:8]=[CH:7][C:6]([C:9]#[C:10][CH:11]([CH3:13])[CH3:12])=[C:5]([N+:14]([O-])=O)[CH:4]=1.Cl[Sn]Cl.[BH4-].[Na+]. Product: [CH3:1][O:2][C:3]1[CH:8]=[CH:7][C:6]([C:9]#[C:10][CH:11]([CH3:13])[CH3:12])=[C:5]([CH:4]=1)[NH2:14]. The catalyst class is: 242. (3) The catalyst class is: 2. Reactant: [Si:1]([O:8]S(C(F)(F)F)(=O)=O)([C:4]([CH3:7])([CH3:6])[CH3:5])([CH3:3])[CH3:2].C(N(CC)CC)C.[CH2:23]([C:26]1([CH:30](O)[CH2:31][C:32]#[CH:33])[CH2:29][CH2:28][CH2:27]1)[CH2:24][CH3:25].C([O-])(O)=O.[Na+]. Product: [C:4]([Si:1]([CH3:3])([CH3:2])[O:8][CH:30]([C:26]1([CH2:23][CH2:24][CH3:25])[CH2:27][CH2:28][CH2:29]1)[CH2:31][C:32]#[CH:33])([CH3:7])([CH3:6])[CH3:5]. (4) Reactant: [Li+].[OH-].C[O:4][C:5](=[O:25])[C:6]1[CH:11]=[CH:10][C:9]([O:12][CH3:13])=[C:8]([CH3:14])[C:7]=1[NH:15][C:16](=[O:24])[C:17]1[CH:22]=[CH:21][C:20]([F:23])=[CH:19][CH:18]=1.O.CO. Product: [F:23][C:20]1[CH:21]=[CH:22][C:17]([C:16]([NH:15][C:7]2[C:8]([CH3:14])=[C:9]([O:12][CH3:13])[CH:10]=[CH:11][C:6]=2[C:5]([OH:25])=[O:4])=[O:24])=[CH:18][CH:19]=1. The catalyst class is: 7. (5) The catalyst class is: 91. Reactant: [CH:1]1([NH:4][C:5]([NH:7][C:8]2[CH:13]=[CH:12][C:11]([O:14][C:15]3[CH:20]=[CH:19][N:18]=[C:17]4[CH:21]=[C:22]([C:24]5[N:25]([CH3:35])[C:26]([CH2:29][NH:30][CH2:31][CH2:32][O:33][CH3:34])=[CH:27][N:28]=5)[S:23][C:16]=34)=[C:10]([F:36])[CH:9]=2)=[O:6])[CH2:3][CH2:2]1.[CH3:37][S:38](Cl)(=[O:40])=[O:39].CCN(C(C)C)C(C)C. Product: [CH:1]1([NH:4][C:5](=[O:6])[NH:7][C:8]2[CH:13]=[CH:12][C:11]([O:14][C:15]3[CH:20]=[CH:19][N:18]=[C:17]4[CH:21]=[C:22]([C:24]5[N:25]([CH3:35])[C:26]([CH2:29][N:30]([CH2:31][CH2:32][O:33][CH3:34])[S:38]([CH3:37])(=[O:40])=[O:39])=[CH:27][N:28]=5)[S:23][C:16]=34)=[C:10]([F:36])[CH:9]=2)[CH2:3][CH2:2]1. (6) Reactant: [C:1]([O:5][C:6]([C:8]1[O:9][C:10]2[CH:17]=[CH:16][C:15]([CH3:18])=[C:14]([OH:19])[C:11]=2[C:12]=1[CH3:13])=[O:7])([CH3:4])([CH3:3])[CH3:2].IC.[C:22]([O-])([O-])=O.[K+].[K+]. Product: [C:1]([O:5][C:6]([C:8]1[O:9][C:10]2[CH:17]=[CH:16][C:15]([CH3:18])=[C:14]([O:19][CH3:22])[C:11]=2[C:12]=1[CH3:13])=[O:7])([CH3:4])([CH3:3])[CH3:2]. The catalyst class is: 3.